This data is from Catalyst prediction with 721,799 reactions and 888 catalyst types from USPTO. The task is: Predict which catalyst facilitates the given reaction. (1) Reactant: [H-].[Na+].[N:3]([CH2:6][C@@H:7]1[NH:11][C:10](=[O:12])[CH2:9][CH2:8]1)=[N+:4]=[N-:5].Br[CH2:14][CH2:15][CH2:16][NH:17][C:18](=[O:24])[O:19][C:20]([CH3:23])([CH3:22])[CH3:21]. Product: [N:3]([CH2:6][C@H:7]1[CH2:8][CH2:9][C:10](=[O:12])[N:11]1[CH2:14][CH2:15][CH2:16][NH:17][C:18](=[O:24])[O:19][C:20]([CH3:23])([CH3:22])[CH3:21])=[N+:4]=[N-:5]. The catalyst class is: 3. (2) Reactant: [CH:1]([NH:4][C:5]1[C:10]([NH2:11])=[CH:9][N:8]=[C:7]([NH:12][C:13]2[CH:18]=[CH:17][N:16]=[C:15]([N:19]3[CH2:24][CH2:23][CH:22]([O:25][CH3:26])[CH2:21][CH2:20]3)[N:14]=2)[CH:6]=1)([CH3:3])[CH3:2].[C:27](OC)(OC)(OC)[CH3:28]. The catalyst class is: 106. Product: [CH:1]([N:4]1[C:5]2[CH:6]=[C:7]([NH:12][C:13]3[CH:18]=[CH:17][N:16]=[C:15]([N:19]4[CH2:24][CH2:23][CH:22]([O:25][CH3:26])[CH2:21][CH2:20]4)[N:14]=3)[N:8]=[CH:9][C:10]=2[N:11]=[C:27]1[CH3:28])([CH3:3])[CH3:2]. (3) Reactant: [Cl:1][C:2]1[CH:10]=[C:9]2[C:5]([C:6]([C:11]([OH:13])=[O:12])=[N:7][NH:8]2)=[CH:4][C:3]=1[C:14]1[CH:19]=[CH:18][C:17]([O:20][CH3:21])=[CH:16][CH:15]=1.[CH:22]1[C:27](O)=[CH:26][CH:25]=[C:24]([CH3:29])[CH:23]=1.C(N(CC)CC)C. Product: [C:24]1([CH3:29])[CH:25]=[CH:26][C:27]([O:12][C:11]([C:6]2[C:5]3[C:9](=[CH:10][C:2]([Cl:1])=[C:3]([C:14]4[CH:19]=[CH:18][C:17]([O:20][CH3:21])=[CH:16][CH:15]=4)[CH:4]=3)[NH:8][N:7]=2)=[O:13])=[CH:22][CH:23]=1. The catalyst class is: 309. (4) Reactant: [H-].[Na+].[C:3]([O:11][CH2:12][CH3:13])(=[O:10])[CH2:4][C:5]([O:7][CH2:8][CH3:9])=[O:6].[CH2:14]([O:21][CH2:22][CH2:23]Br)[C:15]1[CH:20]=[CH:19][CH:18]=[CH:17][CH:16]=1.Cl. Product: [CH2:14]([O:21][CH2:22][CH2:23][CH:4]([C:5]([O:7][CH2:8][CH3:9])=[O:6])[C:3]([O:11][CH2:12][CH3:13])=[O:10])[C:15]1[CH:20]=[CH:19][CH:18]=[CH:17][CH:16]=1. The catalyst class is: 7. (5) Reactant: [CH3:1][C:2]1[C:7]([N+:8]([O-:10])=[O:9])=[CH:6][CH:5]=[CH:4][C:3]=1[N:11]1[C:15](=[O:16])[N:14]([CH3:17])[N:13]=[N:12]1.N(C1(C#N)CCCCC1)=NC1(C#N)CCCCC1.[Br:36]N1C(=O)CCC1=O.ClC1C=CC=CC=1. Product: [Br:36][CH2:1][C:2]1[C:7]([N+:8]([O-:10])=[O:9])=[CH:6][CH:5]=[CH:4][C:3]=1[N:11]1[C:15](=[O:16])[N:14]([CH3:17])[N:13]=[N:12]1. The catalyst class is: 6. (6) Reactant: [C:1]([O:5][C:6](=[O:15])[CH2:7]/[N:8]=[CH:9]/[CH2:10][C:11]([CH3:14])([CH3:13])[CH3:12])([CH3:4])([CH3:3])[CH3:2].[Cl:16][C:17]1[CH:22]=[CH:21][C:20](/[C:23](=[CH:26]/[C:27]2[CH:32]=[CH:31][CH:30]=[C:29]([F:33])[CH:28]=2)/[C:24]#[N:25])=[C:19]([F:34])[CH:18]=1.C(N(CC)CC)C. Product: [C:1]([O:5][C:6]([CH:7]1[CH:26]([C:27]2[CH:32]=[CH:31][CH:30]=[C:29]([F:33])[CH:28]=2)[C:23]([C:20]2[CH:21]=[CH:22][C:17]([Cl:16])=[CH:18][C:19]=2[F:34])([C:24]#[N:25])[CH:9]([CH2:10][C:11]([CH3:14])([CH3:13])[CH3:12])[NH:8]1)=[O:15])([CH3:4])([CH3:3])[CH3:2]. The catalyst class is: 4. (7) Reactant: Cl[C:2]1[C:11]2[C:6](=[CH:7][C:8]([O:14][CH3:15])=[C:9]([O:12][CH3:13])[CH:10]=2)[N:5]=[CH:4][N:3]=1.[NH2:16][C:17]1[C:22]2[O:23][CH2:24][O:25][C:21]=2[C:20]([C:26]#[C:27][CH2:28][NH:29][C:30](=[O:34])[N:31]([CH3:33])[CH3:32])=[CH:19][C:18]=1[Cl:35].C[Si]([N-][Si](C)(C)C)(C)C.[Na+]. Product: [Cl:35][C:18]1[CH:19]=[C:20]([C:26]#[C:27][CH2:28][NH:29][C:30](=[O:34])[N:31]([CH3:32])[CH3:33])[C:21]2[O:25][CH2:24][O:23][C:22]=2[C:17]=1[NH:16][C:2]1[C:11]2[C:6](=[CH:7][C:8]([O:14][CH3:15])=[C:9]([O:12][CH3:13])[CH:10]=2)[N:5]=[CH:4][N:3]=1. The catalyst class is: 3.